From a dataset of Catalyst prediction with 721,799 reactions and 888 catalyst types from USPTO. Predict which catalyst facilitates the given reaction. (1) Reactant: [CH3:1][CH2:2][O:3][C:4]([CH2:6]P(OCC)(OCC)=O)=[O:5].[H-].[Na+].[C:17]1(=O)[CH2:20][CH2:19][CH2:18]1.O. Product: [C:17]1(=[CH:6][C:4]([O:3][CH2:2][CH3:1])=[O:5])[CH2:20][CH2:19][CH2:18]1. The catalyst class is: 1. (2) Reactant: [C:1]([C:5]1[C:6]([NH2:11])=[N:7][NH:8][C:9]=1[NH2:10])([CH3:4])([CH3:3])[CH3:2].CN(C)[CH:14]=[C:15]([CH3:18])[CH:16]=O. Product: [C:1]([C:5]1[C:6]([NH2:11])=[N:7][N:8]2[CH:16]=[C:15]([CH3:18])[CH:14]=[N:10][C:9]=12)([CH3:4])([CH3:2])[CH3:3]. The catalyst class is: 212. (3) Reactant: [C-]1C2C(=CC=CC=2)C=CC=1.[Li+].[CH2:12]([N:19]1[C@@H:24]2[C@H:25](S(C3C=CC=CC=3)(=O)=O)[CH2:26][C@@:20]1([C:37]1[CH:42]=[CH:41][CH:40]=[CH:39][CH:38]=1)[C@H:21]([OH:36])[CH2:22][CH2:23]2)[C:13]1[CH:18]=[CH:17][CH:16]=[CH:15][CH:14]=1. Product: [CH2:12]([N:19]1[C@@H:24]2[CH2:25][CH2:26][C@@:20]1([C:37]1[CH:42]=[CH:41][CH:40]=[CH:39][CH:38]=1)[C@H:21]([OH:36])[CH2:22][CH2:23]2)[C:13]1[CH:14]=[CH:15][CH:16]=[CH:17][CH:18]=1. The catalyst class is: 1. (4) Reactant: Br[CH2:2][C:3]([C:5]1[CH:9]=[CH:8][CH:7]([C:10]2[CH:15]=[CH:14][C:13]([Cl:16])=[CH:12][CH:11]=2)[C:6]=1[CH3:17])=[O:4].C([O-])([O-])=O.[Cs+].[Cs+].[NH:24]1[CH2:29][CH2:28][CH2:27][CH2:26][CH2:25]1. Product: [Cl:16][C:13]1[CH:14]=[CH:15][C:10]([CH:7]2[CH:8]=[CH:9][C:5]([C:3](=[O:4])[CH2:2][N:24]3[CH2:29][CH2:28][CH2:27][CH2:26][CH2:25]3)=[C:6]2[CH3:17])=[CH:11][CH:12]=1. The catalyst class is: 18.